This data is from Peptide-MHC class I binding affinity with 185,985 pairs from IEDB/IMGT. The task is: Regression. Given a peptide amino acid sequence and an MHC pseudo amino acid sequence, predict their binding affinity value. This is MHC class I binding data. The peptide sequence is YLYLRPYAL. The MHC is BoLA-T2b with pseudo-sequence BoLA-T2b. The binding affinity (normalized) is 0.0882.